From a dataset of Choline transporter screen with 302,306 compounds. Binary Classification. Given a drug SMILES string, predict its activity (active/inactive) in a high-throughput screening assay against a specified biological target. (1) The compound is n12ncnc2nc2c(CCC2)c1Nc1cc(cc(c1)C)C. The result is 0 (inactive). (2) The molecule is o1nc(nc1c1c(c2ccccc2)cccc1)c1ccncc1. The result is 0 (inactive). (3) The compound is OC(=O)c1c2c(nc(CCC)c1)cccc2. The result is 0 (inactive).